The task is: Regression. Given two drug SMILES strings and cell line genomic features, predict the synergy score measuring deviation from expected non-interaction effect.. This data is from NCI-60 drug combinations with 297,098 pairs across 59 cell lines. (1) Drug 1: CCC1=CC2CC(C3=C(CN(C2)C1)C4=CC=CC=C4N3)(C5=C(C=C6C(=C5)C78CCN9C7C(C=CC9)(C(C(C8N6C)(C(=O)OC)O)OC(=O)C)CC)OC)C(=O)OC.C(C(C(=O)O)O)(C(=O)O)O. Drug 2: C1=CC(=CC=C1CCCC(=O)O)N(CCCl)CCCl. Cell line: SN12C. Synergy scores: CSS=43.4, Synergy_ZIP=-10.7, Synergy_Bliss=-5.68, Synergy_Loewe=-28.2, Synergy_HSA=-1.49. (2) Drug 1: CC(C1=C(C=CC(=C1Cl)F)Cl)OC2=C(N=CC(=C2)C3=CN(N=C3)C4CCNCC4)N. Drug 2: C(CC(=O)O)C(=O)CN.Cl. Cell line: SK-MEL-2. Synergy scores: CSS=10.8, Synergy_ZIP=-1.74, Synergy_Bliss=4.69, Synergy_Loewe=-7.58, Synergy_HSA=-0.602. (3) Drug 1: C1CN1C2=NC(=NC(=N2)N3CC3)N4CC4. Drug 2: CN1C2=C(C=C(C=C2)N(CCCl)CCCl)N=C1CCCC(=O)O.Cl. Cell line: HS 578T. Synergy scores: CSS=-0.769, Synergy_ZIP=-1.20, Synergy_Bliss=-0.153, Synergy_Loewe=-6.29, Synergy_HSA=-3.72. (4) Drug 1: C1=C(C(=O)NC(=O)N1)F. Drug 2: C1CNP(=O)(OC1)N(CCCl)CCCl. Cell line: NCI-H522. Synergy scores: CSS=5.94, Synergy_ZIP=-7.99, Synergy_Bliss=-10.9, Synergy_Loewe=-28.4, Synergy_HSA=-11.8. (5) Synergy scores: CSS=51.8, Synergy_ZIP=-9.25, Synergy_Bliss=-4.78, Synergy_Loewe=-12.5, Synergy_HSA=-2.45. Drug 2: C1=C(C(=O)NC(=O)N1)N(CCCl)CCCl. Cell line: A549. Drug 1: CCC1=CC2CC(C3=C(CN(C2)C1)C4=CC=CC=C4N3)(C5=C(C=C6C(=C5)C78CCN9C7C(C=CC9)(C(C(C8N6C)(C(=O)OC)O)OC(=O)C)CC)OC)C(=O)OC.C(C(C(=O)O)O)(C(=O)O)O. (6) Drug 1: C1CC(C1)(C(=O)O)C(=O)O.[NH2-].[NH2-].[Pt+2]. Drug 2: CN(C(=O)NC(C=O)C(C(C(CO)O)O)O)N=O. Cell line: NCI-H522. Synergy scores: CSS=7.23, Synergy_ZIP=-1.74, Synergy_Bliss=-0.162, Synergy_Loewe=-1.32, Synergy_HSA=-1.21. (7) Drug 1: CC1CCC2CC(C(=CC=CC=CC(CC(C(=O)C(C(C(=CC(C(=O)CC(OC(=O)C3CCCCN3C(=O)C(=O)C1(O2)O)C(C)CC4CCC(C(C4)OC)OCCO)C)C)O)OC)C)C)C)OC. Drug 2: CS(=O)(=O)CCNCC1=CC=C(O1)C2=CC3=C(C=C2)N=CN=C3NC4=CC(=C(C=C4)OCC5=CC(=CC=C5)F)Cl. Cell line: SF-268. Synergy scores: CSS=5.59, Synergy_ZIP=8.89, Synergy_Bliss=12.0, Synergy_Loewe=5.85, Synergy_HSA=4.79. (8) Drug 1: CN1CCC(CC1)COC2=C(C=C3C(=C2)N=CN=C3NC4=C(C=C(C=C4)Br)F)OC. Drug 2: C1=CN(C=N1)CC(O)(P(=O)(O)O)P(=O)(O)O. Cell line: HL-60(TB). Synergy scores: CSS=2.20, Synergy_ZIP=7.29, Synergy_Bliss=4.39, Synergy_Loewe=-1.15, Synergy_HSA=-2.94. (9) Drug 1: CC1OCC2C(O1)C(C(C(O2)OC3C4COC(=O)C4C(C5=CC6=C(C=C35)OCO6)C7=CC(=C(C(=C7)OC)O)OC)O)O. Drug 2: C1=NC2=C(N1)C(=S)N=CN2. Cell line: TK-10. Synergy scores: CSS=20.7, Synergy_ZIP=-11.9, Synergy_Bliss=-25.3, Synergy_Loewe=-26.6, Synergy_HSA=-22.5.